Dataset: Peptide-MHC class I binding affinity with 185,985 pairs from IEDB/IMGT. Task: Regression. Given a peptide amino acid sequence and an MHC pseudo amino acid sequence, predict their binding affinity value. This is MHC class I binding data. (1) The peptide sequence is CINGVCWTV. The MHC is HLA-A02:01 with pseudo-sequence HLA-A02:01. The binding affinity (normalized) is 0.491. (2) The peptide sequence is RTYSDPLALK. The MHC is HLA-A03:01 with pseudo-sequence HLA-A03:01. The binding affinity (normalized) is 0.881. (3) The peptide sequence is LLQSKNAGAV. The MHC is HLA-A02:01 with pseudo-sequence HLA-A02:01. The binding affinity (normalized) is 0.212. (4) The peptide sequence is LILFVLALY. The MHC is HLA-A33:01 with pseudo-sequence HLA-A33:01. The binding affinity (normalized) is 0.265. (5) The peptide sequence is RKVCYNAVL. The MHC is H-2-Ld with pseudo-sequence H-2-Ld. The binding affinity (normalized) is 0.0219.